This data is from Reaction yield outcomes from USPTO patents with 853,638 reactions. The task is: Predict the reaction yield, written as a fraction of the theoretical maximum amount of product (1.0 means a 100% yield; for example, 0.34 means a 34% yield). (1) The reactants are Br[C:2]1[N:3]=[C:4]([S:23][CH3:24])[C:5]2[N:6]([C:8]([C:11]3[CH:22]=[CH:21][C:14]([C:15]([NH:17][CH:18]4[CH2:20][CH2:19]4)=[O:16])=[CH:13][CH:12]=3)=[CH:9][N:10]=2)[CH:7]=1.[C:25]1(B(O)O)[CH:30]=[CH:29][CH:28]=[CH:27][CH:26]=1.C(=O)([O-])[O-].[K+].[K+].C1(P(C2C=CC=CC=2)C2C=CC=CC=2)C=CC=CC=1. The catalyst is C1(C=CC=CC=1)[P](C1C=CC=CC=1)(C1C=CC=CC=1)[Pd][P](C1C=CC=CC=1)(C1C=CC=CC=1)C1C=CC=CC=1.O.CN1CCCC1=O.C(O)CC. The product is [CH:18]1([NH:17][C:15](=[O:16])[C:14]2[CH:21]=[CH:22][C:11]([C:8]3[N:6]4[CH:7]=[C:2]([C:25]5[CH:30]=[CH:29][CH:28]=[CH:27][CH:26]=5)[N:3]=[C:4]([S:23][CH3:24])[C:5]4=[N:10][CH:9]=3)=[CH:12][CH:13]=2)[CH2:20][CH2:19]1. The yield is 0.820. (2) The reactants are Br[CH2:2][C:3]([C:5]1[CH:10]=[CH:9][C:8]([F:11])=[CH:7][CH:6]=1)=O.Br.[Br:13][C:14]1[S:18][C:17]([NH2:19])=[N:16][CH:15]=1.C(N(C(C)C)C(C)C)C. The catalyst is C(O)C. The product is [Br:13][C:14]1[S:18][C:17]2=[N:19][C:3]([C:5]3[CH:10]=[CH:9][C:8]([F:11])=[CH:7][CH:6]=3)=[CH:2][N:16]2[CH:15]=1. The yield is 0.200. (3) The reactants are [CH2:1](C(CN)O)[C:2]1[CH:7]=[CH:6][CH:5]=[CH:4][CH:3]=1.[CH:12]([N:15](CC)C(C)C)(C)[CH3:13].[C:21]([O:24][CH2:25][C:26](Cl)=[O:27])(=[O:23])[CH3:22].C(OCC)(=[O:31])C. The catalyst is ClCCl. The product is [CH2:1]([N:15]([CH2:12][CH2:13][OH:31])[C:26]([CH2:25][O:24][C:21](=[O:23])[CH3:22])=[O:27])[C:2]1[CH:3]=[CH:4][CH:5]=[CH:6][CH:7]=1. The yield is 0.590. (4) The product is [C:16]([O:15][C:13]([N:10]1[CH2:11][CH:12]=[C:7]([B:22]2[O:31][C:28]([CH3:30])([CH3:29])[C:25]([CH3:27])([CH3:26])[O:24]2)[CH2:8][CH2:9]1)=[O:14])([CH3:19])([CH3:18])[CH3:17]. The catalyst is CN(C)C=O. The yield is 0.520. The reactants are FC(F)(F)S(O[C:7]1[CH2:8][CH2:9][N:10]([C:13]([O:15][C:16]([CH3:19])([CH3:18])[CH3:17])=[O:14])[CH2:11][CH:12]=1)(=O)=O.[B:22].[B].[OH:24][C:25]([C:28]([OH:31])([CH3:30])[CH3:29])([CH3:27])[CH3:26].C([O-])(=O)C.[K+].ClCCl. (5) The reactants are [F:1][C:2]1[CH:16]=[C:15]([N+:17]([O-:19])=[O:18])[CH:14]=[CH:13][C:3]=1[O:4][C:5]1[CH:6]=[CH:7][C:8]([O:11]C)=[N:9][CH:10]=1.Cl[Si](C)(C)C.[I-].[Na+]. The catalyst is C(#N)C. The product is [F:1][C:2]1[CH:16]=[C:15]([N+:17]([O-:19])=[O:18])[CH:14]=[CH:13][C:3]=1[O:4][C:5]1[CH:6]=[CH:7][C:8](=[O:11])[NH:9][CH:10]=1. The yield is 0.570. (6) The reactants are [I-:1].[Na+].[F:3][C:4]1[CH:5]=[C:6]([CH2:25][CH2:26][C:27]([O:29][CH2:30][CH3:31])=[O:28])[CH:7]=[C:8]([C@H:11]([OH:24])[CH2:12]OS(C2C=CC(C)=CC=2)(=O)=O)[C:9]=1[F:10]. The catalyst is CC(C)=O. The product is [F:3][C:4]1[CH:5]=[C:6]([CH2:25][CH2:26][C:27]([O:29][CH2:30][CH3:31])=[O:28])[CH:7]=[C:8]([C@H:11]([OH:24])[CH2:12][I:1])[C:9]=1[F:10]. The yield is 0.650. (7) The reactants are [CH2:1]([O:8][C:9]1[CH:14]=[C:13]([O:15][CH2:16][C:17]2[CH:22]=[CH:21][CH:20]=[CH:19][CH:18]=2)[C:12](Br)=[CH:11][C:10]=1[C:24]([N:26]1[CH2:34][C:33]2[C:28](=[CH:29][CH:30]=[CH:31][CH:32]=2)[CH2:27]1)=[O:25])[C:2]1[CH:7]=[CH:6][CH:5]=[CH:4][CH:3]=1.[F:35][C:36]([F:41])([F:40])C([O-])=O.[Na+]. The catalyst is [Cu]I. The product is [CH2:1]([O:8][C:9]1[CH:14]=[C:13]([O:15][CH2:16][C:17]2[CH:22]=[CH:21][CH:20]=[CH:19][CH:18]=2)[C:12]([C:36]([F:41])([F:40])[F:35])=[CH:11][C:10]=1[C:24]([N:26]1[CH2:34][C:33]2[C:28](=[CH:29][CH:30]=[CH:31][CH:32]=2)[CH2:27]1)=[O:25])[C:2]1[CH:7]=[CH:6][CH:5]=[CH:4][CH:3]=1. The yield is 0.290. (8) The reactants are Br[C:2]([CH3:7])([CH3:6])[C:3](Br)=[O:4].[NH2:8][C:9]1[CH:14]=[C:13]([S:15]([CH3:18])(=[O:17])=[O:16])[CH:12]=[C:11]([Br:19])[C:10]=1[OH:20].C(=O)([O-])[O-].[K+].[K+]. The catalyst is C(#N)C.O. The product is [Br:19][C:11]1[C:10]2[O:20][C:2]([CH3:7])([CH3:6])[C:3](=[O:4])[NH:8][C:9]=2[CH:14]=[C:13]([S:15]([CH3:18])(=[O:17])=[O:16])[CH:12]=1. The yield is 0.890. (9) The reactants are [H-].[Na+].Cl.[O:4]=[C:5]1[C:10]([C:11]([O:13][CH3:14])=[O:12])=[CH:9][CH:8]=[CH:7][NH:6]1.[CH:15](Br)([C:22]1[CH:27]=[CH:26][CH:25]=[CH:24][CH:23]=1)[C:16]1[CH:21]=[CH:20][CH:19]=[CH:18][CH:17]=1. The catalyst is CN(C=O)C. The product is [C:16]1([CH:15]([C:22]2[CH:23]=[CH:24][CH:25]=[CH:26][CH:27]=2)[N:6]2[CH:7]=[CH:8][CH:9]=[C:10]([C:11]([O:13][CH3:14])=[O:12])[C:5]2=[O:4])[CH:21]=[CH:20][CH:19]=[CH:18][CH:17]=1. The yield is 0.600.